From a dataset of Retrosynthesis with 50K atom-mapped reactions and 10 reaction types from USPTO. Predict the reactants needed to synthesize the given product. (1) Given the product CCCn1nc2c(N(C(=O)OC(C)(C)C)C(=O)OC(C)(C)C)nc3ccccc3c2c1CCCCOC(C)=O, predict the reactants needed to synthesize it. The reactants are: CC(=O)[O-].CCCn1nc2c(N(C(=O)OC(C)(C)C)C(=O)OC(C)(C)C)nc3ccccc3c2c1CCCCCl. (2) Given the product CC(C)(C)c1ccc(-c2ccc(Cc3nc(-c4ccc(Cl)cc4Cl)cn3-c3ccc(N4CC(=O)NS4(=O)=O)cc3)cc2)cc1, predict the reactants needed to synthesize it. The reactants are: CC(C)(C)c1ccc(B(O)O)cc1.O=C1CN(c2ccc(-n3cc(-c4ccc(Cl)cc4Cl)nc3Cc3ccc(Br)cc3)cc2)S(=O)(=O)N1. (3) Given the product CN1C(=O)N(CC(=O)CSCc2ccccc2)C(=O)C1(C)C, predict the reactants needed to synthesize it. The reactants are: CN1C(=O)N(CC(=O)CBr)C(=O)C1(C)C.SCc1ccccc1. (4) Given the product NC(=O)c1cn(C(CO)CCc2ccccc2)cn1, predict the reactants needed to synthesize it. The reactants are: CCOC(=O)C(CCc1ccccc1)n1cnc(C(N)=O)c1.